From a dataset of Forward reaction prediction with 1.9M reactions from USPTO patents (1976-2016). Predict the product of the given reaction. (1) Given the reactants FC(F)(F)C(O)=O.C([O:12][C:13](=[O:60])[CH2:14][O:15][C:16]1[CH:21]=[CH:20][C:19]([CH2:22][N:23]2[C:28](=[O:29])[C:27]([C:30](=[O:52])[NH:31][C:32]3[CH:37]=[CH:36][C:35]([C:38]([F:41])([F:40])[F:39])=[CH:34][C:33]=3[C:42]3[CH:43]=[N:44][C:45]([C:48]([F:51])([F:50])[F:49])=[CH:46][CH:47]=3)=[C:26]([OH:53])[C@@:25]3([CH3:57])[CH2:54][CH2:55][CH2:56][N:24]23)=[C:18]([F:58])[C:17]=1[F:59])(C)(C)C, predict the reaction product. The product is: [OH:53][C:26]1[C@@:25]2([CH3:57])[CH2:54][CH2:55][CH2:56][N:24]2[N:23]([CH2:22][C:19]2[CH:20]=[CH:21][C:16]([O:15][CH2:14][C:13]([OH:60])=[O:12])=[C:17]([F:59])[C:18]=2[F:58])[C:28](=[O:29])[C:27]=1[C:30](=[O:52])[NH:31][C:32]1[CH:37]=[CH:36][C:35]([C:38]([F:41])([F:40])[F:39])=[CH:34][C:33]=1[C:42]1[CH:43]=[N:44][C:45]([C:48]([F:50])([F:51])[F:49])=[CH:46][CH:47]=1. (2) Given the reactants [N:1]1[CH:6]=[CH:5][CH:4]=[C:3]([N:7]2[CH2:14][CH:13]3[CH2:15][CH:9]([CH2:10][NH:11][CH2:12]3)[CH2:8]2)[CH:2]=1.[C:16]1([CH3:26])[CH:21]=[CH:20][C:19]([S:22]([OH:25])(=[O:24])=[O:23])=[CH:18][CH:17]=1, predict the reaction product. The product is: [CH3:26][C:16]1[CH:17]=[CH:18][C:19]([S:22]([OH:25])(=[O:24])=[O:23])=[CH:20][CH:21]=1.[CH3:26][C:16]1[CH:17]=[CH:18][C:19]([S:22]([OH:25])(=[O:24])=[O:23])=[CH:20][CH:21]=1.[N:1]1[CH:6]=[CH:5][CH:4]=[C:3]([N:7]2[CH2:8][CH:9]3[CH2:15][CH:13]([CH2:12][NH:11][CH2:10]3)[CH2:14]2)[CH:2]=1. (3) Given the reactants [CH3:1][CH:2]1[CH2:7][CH2:6][CH2:5][N:4]([CH2:8][C:9]2[N:14]=[C:13]([NH:15][C:16]([NH:18][C:19]3[N:20]=[C:21]([C:24]4[CH:29]=[CH:28][N:27]=[CH:26][CH:25]=4)[S:22][CH:23]=3)=[O:17])[CH:12]=[CH:11][CH:10]=2)[CH2:3]1, predict the reaction product. The product is: [CH3:1][C@H:2]1[CH2:7][CH2:6][CH2:5][N:4]([CH2:8][C:9]2[N:14]=[C:13]([NH:15][C:16]([NH:18][C:19]3[N:20]=[C:21]([C:24]4[CH:25]=[CH:26][N:27]=[CH:28][CH:29]=4)[S:22][CH:23]=3)=[O:17])[CH:12]=[CH:11][CH:10]=2)[CH2:3]1. (4) Given the reactants [C:1]([O-:4])(=[S:3])[CH3:2].[K+].CS(O[C@H:11]1[CH2:15][N:14]([CH3:16])[C@H:13]([C:17]([O:19][CH3:20])=[O:18])[CH2:12]1)(=O)=O.C(OCC)(=O)C.[Cl-].[Na+], predict the reaction product. The product is: [C:1]([S:3][C@@H:11]1[CH2:15][N:14]([CH3:16])[C@H:13]([C:17]([O:19][CH3:20])=[O:18])[CH2:12]1)(=[O:4])[CH3:2]. (5) The product is: [OH:16][C:13]1([C:2]2[CH:9]=[CH:8][C:5]([C:6]#[N:7])=[CH:4][CH:3]=2)[CH2:14][CH2:15][O:10][CH2:11][CH2:12]1. Given the reactants I[C:2]1[CH:9]=[CH:8][C:5]([C:6]#[N:7])=[CH:4][CH:3]=1.[O:10]1[CH2:15][CH2:14][C:13](=[O:16])[CH2:12][CH2:11]1, predict the reaction product. (6) Given the reactants Br[C:2]1[C:7]2[N:8]=[C:9]([C:11]3[CH2:15][CH2:14][C@:13]([C:20]4[CH:25]=[CH:24][CH:23]=[C:22]([F:26])[C:21]=4[CH3:27])([C:16]([O:18][CH3:19])=[O:17])[CH:12]=3)[S:10][C:6]=2[CH:5]=[CH:4][CH:3]=1.[H][H], predict the reaction product. The product is: [S:10]1[C:6]2[CH:5]=[CH:4][CH:3]=[CH:2][C:7]=2[N:8]=[C:9]1[CH:11]1[CH2:15][CH2:14][C@:13]([C:20]2[CH:25]=[CH:24][CH:23]=[C:22]([F:26])[C:21]=2[CH3:27])([C:16]([O:18][CH3:19])=[O:17])[CH2:12]1.